From a dataset of Reaction yield outcomes from USPTO patents with 853,638 reactions. Predict the reaction yield, written as a fraction of the theoretical maximum amount of product (1.0 means a 100% yield; for example, 0.34 means a 34% yield). (1) The reactants are Br[C:2]1[N:7]=[C:6]([NH:8][C:9]([C:11]2[CH:15]=[C:14]([C:16]3[CH:21]=[CH:20][C:19]([F:22])=[CH:18][CH:17]=3)[N:13]([CH:23]3[CH2:28][CH2:27][CH2:26][CH2:25][O:24]3)[N:12]=2)=[O:10])[CH:5]=[CH:4][CH:3]=1. The catalyst is C(N)CC. The product is [CH2:14]([NH:13][C:2]1[N:7]=[C:6]([NH:8][C:9]([C:11]2[CH:15]=[C:14]([C:16]3[CH:21]=[CH:20][C:19]([F:22])=[CH:18][CH:17]=3)[N:13]([CH:23]3[CH2:28][CH2:27][CH2:26][CH2:25][O:24]3)[N:12]=2)=[O:10])[CH:5]=[CH:4][CH:3]=1)[C:16]1[CH:21]=[CH:20][CH:19]=[CH:18][CH:17]=1. The yield is 0.910. (2) The reactants are [Br:1][C:2]1[CH:6]=[N:5][N:4]([CH3:7])[C:3]=1[C:8]1[CH:9]=[C:10]([NH2:16])[CH:11]=[CH:12][C:13]=1[O:14][CH3:15].[Br:17][C:18]1[CH:23]=[CH:22][C:21]([N:24]=[C:25]=[O:26])=[CH:20][CH:19]=1. The catalyst is C(Cl)Cl. The product is [Br:1][C:2]1[CH:6]=[N:5][N:4]([CH3:7])[C:3]=1[C:8]1[CH:9]=[C:10]([NH:16][C:25]([NH:24][C:21]2[CH:22]=[CH:23][C:18]([Br:17])=[CH:19][CH:20]=2)=[O:26])[CH:11]=[CH:12][C:13]=1[O:14][CH3:15]. The yield is 0.750. (3) The reactants are C([N:8]1[CH2:14][C:13]2[N:15]=[CH:16][C:17]([N:19]([CH3:23])[CH:20]([CH3:22])[CH3:21])=[N:18][C:12]=2[O:11][C@@H:10]([CH2:24][O:25][CH3:26])[CH2:9]1)C1C=CC=CC=1.C(OCC)(=O)C.[ClH:33]. The catalyst is CO.[OH-].[OH-].[Pd+2]. The product is [ClH:33].[CH3:26][O:25][CH2:24][C@H:10]1[CH2:9][NH:8][CH2:14][C:13]2[N:15]=[CH:16][C:17]([N:19]([CH3:23])[CH:20]([CH3:21])[CH3:22])=[N:18][C:12]=2[O:11]1. The yield is 0.610. (4) The reactants are [C:1]([O:5][C:6](=[O:28])[NH:7][C@H:8]([C:10](=O)[NH:11][C:12]1[CH:17]=[CH:16][C:15]([F:18])=[CH:14][C:13]=1[NH:19][CH2:20][C:21]1[CH:26]=[CH:25][CH:24]=[CH:23][CH:22]=1)[CH3:9])([CH3:4])([CH3:3])[CH3:2]. The catalyst is C(O)(=O)C. The product is [C:1]([O:5][C:6](=[O:28])[NH:7][C@H:8]([C:10]1[N:19]([CH2:20][C:21]2[CH:26]=[CH:25][CH:24]=[CH:23][CH:22]=2)[C:13]2[CH:14]=[C:15]([F:18])[CH:16]=[CH:17][C:12]=2[N:11]=1)[CH3:9])([CH3:4])([CH3:3])[CH3:2]. The yield is 0.550. (5) No catalyst specified. The reactants are [N:1]1([C:7]2[CH:12]=[CH:11][C:10]([NH:13][C:14](=[O:36])[NH:15][NH:16][C:17](=O)[C:18]3[CH:23]=[C:22]([CH:24]([CH3:26])[CH3:25])[C:21]([O:27]COC)=[CH:20][C:19]=3[O:31]COC)=[CH:9][CH:8]=2)[CH2:6][CH2:5][O:4][CH2:3][CH2:2]1.[OH-].[Na+].[OH-].[K+].Cl.C(=O)([O-])O.[Na+]. The product is [OH:36][C:14]1[N:13]([C:10]2[CH:11]=[CH:12][C:7]([N:1]3[CH2:6][CH2:5][O:4][CH2:3][CH2:2]3)=[CH:8][CH:9]=2)[C:17]([C:18]2[CH:23]=[C:22]([CH:24]([CH3:26])[CH3:25])[C:21]([OH:27])=[CH:20][C:19]=2[OH:31])=[N:16][N:15]=1. The yield is 0.160. (6) The reactants are Cl[C:2]1[N:7]=[CH:6][N:5]=[C:4]([NH2:8])[CH:3]=1.CO[C:11]1[N:16]=[CH:15][C:14](B(O)O)=[CH:13]N=1.[C:20]([O-])([O-])=O.[Na+].[Na+]. The catalyst is COCCOC.CCO.O.Cl[Pd](Cl)([P](C1C=CC=CC=1)(C1C=CC=CC=1)C1C=CC=CC=1)[P](C1C=CC=CC=1)(C1C=CC=CC=1)C1C=CC=CC=1. The product is [N:16]1[CH:11]=[CH:20][CH:13]=[C:14]([C:2]2[N:7]=[CH:6][N:5]=[C:4]([NH2:8])[CH:3]=2)[CH:15]=1. The yield is 0.510.